From a dataset of Peptide-MHC class II binding affinity with 134,281 pairs from IEDB. Regression. Given a peptide amino acid sequence and an MHC pseudo amino acid sequence, predict their binding affinity value. This is MHC class II binding data. (1) The peptide sequence is DENPYKTWAYHGSYEVK. The MHC is DRB4_0101 with pseudo-sequence DRB4_0103. The binding affinity (normalized) is 0.0470. (2) The peptide sequence is NPRQAYANYRDIDLG. The MHC is HLA-DPA10301-DPB10402 with pseudo-sequence HLA-DPA10301-DPB10402. The binding affinity (normalized) is 0.0324. (3) The peptide sequence is GNFERISGDLKTQID. The MHC is DRB1_0901 with pseudo-sequence DRB1_0901. The binding affinity (normalized) is 0.378.